Dataset: Forward reaction prediction with 1.9M reactions from USPTO patents (1976-2016). Task: Predict the product of the given reaction. (1) The product is: [ClH:36].[CH3:23][N:16]([C:17]1[CH:22]=[CH:21][CH:20]=[CH:19][CH:18]=1)[C:14]1[N:13]([C:24]2[CH:29]=[CH:28][CH:27]=[CH:26][CH:25]=2)[N:12]=[C:11]([CH2:10][NH:2][CH3:1])[CH:15]=1. Given the reactants [CH3:1][N:2]([CH2:10][C:11]1[CH:15]=[C:14]([N:16]([CH3:23])[C:17]2[CH:22]=[CH:21][CH:20]=[CH:19][CH:18]=2)[N:13]([C:24]2[CH:29]=[CH:28][CH:27]=[CH:26][CH:25]=2)[N:12]=1)C(=O)OC(C)(C)C.C(OCC)(=O)C.[ClH:36], predict the reaction product. (2) The product is: [N:2]1([CH2:7][C:8]([NH:11][C@@H:12]([CH2:30][O:31][CH2:32][C:33]2[CH:34]=[CH:35][CH:36]=[CH:37][CH:38]=2)[C:13]([NH:15][C:16]2[CH:17]=[CH:18][C:19]([S:22][C:23]3[CH:28]=[CH:27][C:26]([F:29])=[CH:25][CH:24]=3)=[CH:20][CH:21]=2)=[O:14])=[O:10])[CH:6]=[N:5][CH:4]=[N:3]1. Given the reactants Cl.[N:2]1([CH2:7][C:8]([OH:10])=O)[CH:6]=[N:5][CH:4]=[N:3]1.[NH2:11][C@@H:12]([CH2:30][O:31][CH2:32][C:33]1[CH:38]=[CH:37][CH:36]=[CH:35][CH:34]=1)[C:13]([NH:15][C:16]1[CH:21]=[CH:20][C:19]([S:22][C:23]2[CH:28]=[CH:27][C:26]([F:29])=[CH:25][CH:24]=2)=[CH:18][CH:17]=1)=[O:14], predict the reaction product. (3) Given the reactants [Br:1][C:2]1[CH:3]=[C:4]([CH:8]=[CH:9][N:10]=1)[C:5]([OH:7])=O.CN(C(ON1N=NC2C=CC=NC1=2)=[N+](C)C)C.F[P-](F)(F)(F)(F)F.CN1CCOCC1.[CH3:42][O:43][C:44]1[C:45]2[N:58]=[C:57]([NH2:59])[S:56][C:46]=2[C:47]([N:50]2[CH2:55][CH2:54][O:53][CH2:52][CH2:51]2)=[N:48][CH:49]=1, predict the reaction product. The product is: [Br:1][C:2]1[CH:3]=[C:4]([CH:8]=[CH:9][N:10]=1)[C:5]([NH:59][C:57]1[S:56][C:46]2[C:47]([N:50]3[CH2:55][CH2:54][O:53][CH2:52][CH2:51]3)=[N:48][CH:49]=[C:44]([O:43][CH3:42])[C:45]=2[N:58]=1)=[O:7].